Dataset: Forward reaction prediction with 1.9M reactions from USPTO patents (1976-2016). Task: Predict the product of the given reaction. Given the reactants C1(O)CCCCCCCCCCCC=C1.[C:16]([O:19][CH:20]1[CH2:32][CH2:31][CH2:30][CH2:29][CH2:28][CH2:27][CH2:26][CH:25]([O:33][Si](CC)(CC)CC)[CH:24]=[CH:23][CH2:22][CH2:21]1)(=[O:18])[CH3:17].[N+](CCCC)(CCCC)(CCCC)CCCC.[F-], predict the reaction product. The product is: [C:16]([O:19][CH:20]1[CH2:32][CH2:31][CH2:30][CH2:29][CH2:28][CH2:27][CH2:26][CH:25]([OH:33])[CH:24]=[CH:23][CH2:22][CH2:21]1)(=[O:18])[CH3:17].